Dataset: CYP2D6 inhibition data for predicting drug metabolism from PubChem BioAssay. Task: Regression/Classification. Given a drug SMILES string, predict its absorption, distribution, metabolism, or excretion properties. Task type varies by dataset: regression for continuous measurements (e.g., permeability, clearance, half-life) or binary classification for categorical outcomes (e.g., BBB penetration, CYP inhibition). Dataset: cyp2d6_veith. (1) The drug is CC(C)c1ccc(C(c2c(O)c3ccccc3oc2=O)c2c(O)c3ccccc3oc2=O)cc1. The result is 0 (non-inhibitor). (2) The compound is NCCOB(c1ccccc1)c1ccccc1. The result is 0 (non-inhibitor). (3) The molecule is Cc1nc2cnc(Nc3ccccc3)nc2n(C[C@H]2CCCO2)c1=O. The result is 0 (non-inhibitor). (4) The compound is CCCSc1cc(N2CCCC2)nc(-c2ccccc2)n1. The result is 0 (non-inhibitor). (5) The compound is CCOc1ccc(NC(=O)N(CCN2CCOCC2)Cc2ccc3c(c2)CCCN3CC)cc1. The result is 0 (non-inhibitor). (6) The molecule is CC(C)c1ccc(-c2nn(-c3ccccc3)cc2C2C(C#N)=C(N)OC3=C2C(=O)CC(C)(C)C3)cc1. The result is 0 (non-inhibitor). (7) The compound is COc1ccc(NC(=O)N2CC3(CCN(C(=O)c4cccc(F)c4)CC3)C2)cc1. The result is 0 (non-inhibitor).